This data is from NCI-60 drug combinations with 297,098 pairs across 59 cell lines. The task is: Regression. Given two drug SMILES strings and cell line genomic features, predict the synergy score measuring deviation from expected non-interaction effect. Drug 1: C1C(C(OC1N2C=NC3=C(N=C(N=C32)Cl)N)CO)O. Drug 2: CCN(CC)CCNC(=O)C1=C(NC(=C1C)C=C2C3=C(C=CC(=C3)F)NC2=O)C. Cell line: SN12C. Synergy scores: CSS=40.8, Synergy_ZIP=-0.181, Synergy_Bliss=0.211, Synergy_Loewe=-13.9, Synergy_HSA=-2.72.